Dataset: Catalyst prediction with 721,799 reactions and 888 catalyst types from USPTO. Task: Predict which catalyst facilitates the given reaction. (1) Reactant: [N+:1]([C:4]1[CH:12]=[CH:11][C:7]([C:8](Cl)=[O:9])=[CH:6][CH:5]=1)([O-:3])=[O:2].CCN(C(C)C)C(C)C.[CH2:22]([NH2:34])[CH2:23][CH2:24][CH2:25][CH2:26][CH2:27][CH2:28][CH2:29][CH2:30][CH2:31][CH2:32][CH3:33]. Product: [CH2:22]([NH:34][C:8](=[O:9])[C:7]1[CH:11]=[CH:12][C:4]([N+:1]([O-:3])=[O:2])=[CH:5][CH:6]=1)[CH2:23][CH2:24][CH2:25][CH2:26][CH2:27][CH2:28][CH2:29][CH2:30][CH2:31][CH2:32][CH3:33]. The catalyst class is: 2. (2) Reactant: C[O:2][C:3]([C:5]1[CH:9]=[C:8]([C:10]2[CH:11]=[N:12][N:13]([CH3:15])[CH:14]=2)[N:7]([C:16]2[N:17]=[N:18][C:19](Cl)=[CH:20][CH:21]=2)[N:6]=1)=[O:4].[CH3:23][O-:24].[Na+].O.Cl. Product: [CH3:23][O:24][C:19]1[N:18]=[N:17][C:16]([N:7]2[C:8]([C:10]3[CH:11]=[N:12][N:13]([CH3:15])[CH:14]=3)=[CH:9][C:5]([C:3]([OH:2])=[O:4])=[N:6]2)=[CH:21][CH:20]=1. The catalyst class is: 5. (3) Reactant: [O:1]1[CH2:7][CH2:6][CH2:5][CH2:4][CH2:3][C:2]1=[O:8].[CH3:9]I.[NH4+].[Cl-]. The catalyst class is: 1. Product: [CH3:9][CH:3]1[CH2:4][CH2:5][CH2:6][CH2:7][O:1][C:2]1=[O:8]. (4) Reactant: [Cl:1][C:2]1[CH:31]=[C:30]([N:32]2[C:37](=[O:38])[N:36](COCC[Si](C)(C)C)[C:35](=[O:47])[CH:34]=[N:33]2)[CH:29]=[C:28]([Cl:48])[C:3]=1[O:4][C:5]1[CH:6]=[CH:7][C:8]([O:26]C)=[C:9]([NH:11][C:12]([NH:14][C:15]2[CH:20]=[CH:19][C:18]([O:21][C:22]([F:25])([F:24])[F:23])=[CH:17][CH:16]=2)=[O:13])[CH:10]=1.B(Br)(Br)Br. Product: [Cl:1][C:2]1[CH:31]=[C:30]([N:32]2[C:37](=[O:38])[NH:36][C:35](=[O:47])[CH:34]=[N:33]2)[CH:29]=[C:28]([Cl:48])[C:3]=1[O:4][C:5]1[CH:6]=[CH:7][C:8]([OH:26])=[C:9]([NH:11][C:12]([NH:14][C:15]2[CH:20]=[CH:19][C:18]([O:21][C:22]([F:23])([F:24])[F:25])=[CH:17][CH:16]=2)=[O:13])[CH:10]=1. The catalyst class is: 2. (5) Product: [Br:1][C:2]1[C:3](=[O:20])[N:4]([C:10]2[CH:11]=[C:12]([CH:16]=[CH:17][C:18]=2[CH3:19])[C:13]([NH:23][CH3:21])=[O:14])[C:5]([CH3:9])=[CH:6][C:7]=1[OH:8]. Reactant: [Br:1][C:2]1[C:3](=[O:20])[N:4]([C:10]2[CH:11]=[C:12]([CH:16]=[CH:17][C:18]=2[CH3:19])[C:13](O)=[O:14])[C:5]([CH3:9])=[CH:6][C:7]=1[OH:8].[C:21](N1C=CN=C1)([N:23]1C=CN=C1)=O.CN.O1CCCC1.Cl. The catalyst class is: 9. (6) Reactant: I[C:2]1[C:10]2[C:5](=[N:6][CH:7]=[N:8][C:9]=2[NH2:11])[N:4]([CH:12]([C:14]2[CH:15]=[C:16]3[N:21]([C:22]=2[C:23]2[CH:28]=[CH:27][CH:26]=[CH:25][N:24]=2)[CH:20]=[C:19]([CH3:29])[CH:18]=[CH:17]3)[CH3:13])[N:3]=1.[F:30][C:31]1[CH:32]=[C:33](B(O)O)[CH:34]=[C:35]([OH:37])[CH:36]=1.CCO.C([O-])([O-])=O.[Na+].[Na+]. Product: [NH2:11][C:9]1[N:8]=[CH:7][N:6]=[C:5]2[N:4]([CH:12]([C:14]3[CH:15]=[C:16]4[N:21]([C:22]=3[C:23]3[CH:28]=[CH:27][CH:26]=[CH:25][N:24]=3)[CH:20]=[C:19]([CH3:29])[CH:18]=[CH:17]4)[CH3:13])[N:3]=[C:2]([C:33]3[CH:34]=[C:35]([OH:37])[CH:36]=[C:31]([F:30])[CH:32]=3)[C:10]=12. The catalyst class is: 104. (7) Reactant: C(OC(=O)[NH:7][CH2:8][CH2:9][CH2:10][N:11]([CH:21]([C:24]1[N:25]([CH2:35][C:36]2[CH:41]=[CH:40][CH:39]=[C:38]([F:42])[CH:37]=2)[C:26](=[O:34])[C:27]2[C:32]([CH3:33])=[N:31][S:30][C:28]=2[N:29]=1)[CH2:22][CH3:23])[C:12](=[O:20])[C:13]1[CH:18]=[CH:17][C:16]([CH3:19])=[CH:15][CH:14]=1)(C)(C)C.[ClH:44]. Product: [ClH:44].[NH2:7][CH2:8][CH2:9][CH2:10][N:11]([CH:21]([C:24]1[N:25]([CH2:35][C:36]2[CH:41]=[CH:40][CH:39]=[C:38]([F:42])[CH:37]=2)[C:26](=[O:34])[C:27]2[C:32]([CH3:33])=[N:31][S:30][C:28]=2[N:29]=1)[CH2:22][CH3:23])[C:12](=[O:20])[C:13]1[CH:14]=[CH:15][C:16]([CH3:19])=[CH:17][CH:18]=1. The catalyst class is: 12.